Dataset: Full USPTO retrosynthesis dataset with 1.9M reactions from patents (1976-2016). Task: Predict the reactants needed to synthesize the given product. (1) Given the product [CH2:1]([N:8]1[CH2:13][CH2:12][CH2:11][CH:10]([C:14]([C:16]2[C:17]3[CH:24]=[CH:23][N:22]([CH2:25][O:26][CH2:27][CH2:28][Si:29]([CH3:32])([CH3:31])[CH3:30])[C:18]=3[N:19]=[CH:20][N:21]=2)=[O:15])[CH2:9]1)[C:2]1[CH:3]=[CH:4][CH:5]=[CH:6][CH:7]=1, predict the reactants needed to synthesize it. The reactants are: [CH2:1]([N:8]1[CH2:13][CH2:12][CH2:11][CH:10]([CH:14]([C:16]2[C:17]3[CH:24]=[CH:23][N:22]([CH2:25][O:26][CH2:27][CH2:28][Si:29]([CH3:32])([CH3:31])[CH3:30])[C:18]=3[N:19]=[CH:20][N:21]=2)[OH:15])[CH2:9]1)[C:2]1[CH:7]=[CH:6][CH:5]=[CH:4][CH:3]=1.CC(OI1(OC(C)=O)(OC(C)=O)OC(=O)C2C=CC=CC1=2)=O. (2) Given the product [Br:1][C:2]1[C:3]2[C:4](=[O:5])[NH:6][C:7]([N:8]3[CH2:13][CH2:12][O:11][CH2:10][CH2:9]3)=[N:14][C:15]=2[CH:16]=[N:17][CH:18]=1, predict the reactants needed to synthesize it. The reactants are: [Br:1][C:2]1[CH:18]=[N:17][CH:16]=[C:15](F)[C:3]=1[C:4]([NH:6][C:7](=[NH:14])[N:8]1[CH2:13][CH2:12][O:11][CH2:10][CH2:9]1)=[O:5].C(=O)([O-])[O-].[K+].[K+].O.C(O)(=O)C. (3) Given the product [C:9]1([C:6]2([C:15]3[CH:16]=[CH:17][CH:18]=[CH:19][CH:20]=3)[NH:5][C:4](=[O:21])[N:3]([CH2:2][O:1][CH:16]3[CH2:15][CH2:6][CH2:9][CH2:10][O:22]3)[C:7]2=[O:8])[CH:14]=[CH:13][CH:12]=[CH:11][CH:10]=1, predict the reactants needed to synthesize it. The reactants are: [OH:1][CH2:2][N:3]1[C:7](=[O:8])[C:6]([C:15]2[CH:20]=[CH:19][CH:18]=[CH:17][CH:16]=2)([C:9]2[CH:14]=[CH:13][CH:12]=[CH:11][CH:10]=2)[NH:5][C:4]1=[O:21].[OH2:22].